Dataset: Reaction yield outcomes from USPTO patents with 853,638 reactions. Task: Predict the reaction yield, written as a fraction of the theoretical maximum amount of product (1.0 means a 100% yield; for example, 0.34 means a 34% yield). The reactants are [CH3:1][O:2][C:3]([CH:5]1[CH:9]([OH:10])[CH2:8][CH2:7][N:6]1[C:11]([O:13][C:14]([CH3:17])([CH3:16])[CH3:15])=[O:12])=[O:4].N1C=CN=C1.[Si:23](Cl)([C:26]([CH3:29])([CH3:28])[CH3:27])([CH3:25])[CH3:24]. The catalyst is C(Cl)Cl.Cl. The product is [CH3:1][O:2][C:3]([CH:5]1[CH:9]([O:10][Si:23]([C:26]([CH3:29])([CH3:28])[CH3:27])([CH3:25])[CH3:24])[CH2:8][CH2:7][N:6]1[C:11]([O:13][C:14]([CH3:17])([CH3:16])[CH3:15])=[O:12])=[O:4]. The yield is 0.990.